This data is from NCI-60 drug combinations with 297,098 pairs across 59 cell lines. The task is: Regression. Given two drug SMILES strings and cell line genomic features, predict the synergy score measuring deviation from expected non-interaction effect. (1) Drug 1: CC1=C(C(=CC=C1)Cl)NC(=O)C2=CN=C(S2)NC3=CC(=NC(=N3)C)N4CCN(CC4)CCO. Drug 2: C#CCC(CC1=CN=C2C(=N1)C(=NC(=N2)N)N)C3=CC=C(C=C3)C(=O)NC(CCC(=O)O)C(=O)O. Cell line: DU-145. Synergy scores: CSS=52.3, Synergy_ZIP=18.8, Synergy_Bliss=4.81, Synergy_Loewe=46.8, Synergy_HSA=4.63. (2) Drug 1: CC1=C2C(C(=O)C3(C(CC4C(C3C(C(C2(C)C)(CC1OC(=O)C(C(C5=CC=CC=C5)NC(=O)OC(C)(C)C)O)O)OC(=O)C6=CC=CC=C6)(CO4)OC(=O)C)OC)C)OC. Drug 2: C1C(C(OC1N2C=NC3=C(N=C(N=C32)Cl)N)CO)O. Cell line: SK-MEL-28. Synergy scores: CSS=20.8, Synergy_ZIP=-2.54, Synergy_Bliss=-5.49, Synergy_Loewe=-18.9, Synergy_HSA=-5.42. (3) Drug 1: CC1OCC2C(O1)C(C(C(O2)OC3C4COC(=O)C4C(C5=CC6=C(C=C35)OCO6)C7=CC(=C(C(=C7)OC)O)OC)O)O. Drug 2: CCCS(=O)(=O)NC1=C(C(=C(C=C1)F)C(=O)C2=CNC3=C2C=C(C=N3)C4=CC=C(C=C4)Cl)F. Cell line: U251. Synergy scores: CSS=49.1, Synergy_ZIP=-1.33, Synergy_Bliss=-1.54, Synergy_Loewe=-16.7, Synergy_HSA=-0.396. (4) Drug 1: CCC1=CC2CC(C3=C(CN(C2)C1)C4=CC=CC=C4N3)(C5=C(C=C6C(=C5)C78CCN9C7C(C=CC9)(C(C(C8N6C)(C(=O)OC)O)OC(=O)C)CC)OC)C(=O)OC. Drug 2: CC1CCC2CC(C(=CC=CC=CC(CC(C(=O)C(C(C(=CC(C(=O)CC(OC(=O)C3CCCCN3C(=O)C(=O)C1(O2)O)C(C)CC4CCC(C(C4)OC)OP(=O)(C)C)C)C)O)OC)C)C)C)OC. Cell line: SK-OV-3. Synergy scores: CSS=55.4, Synergy_ZIP=8.75, Synergy_Bliss=8.31, Synergy_Loewe=11.9, Synergy_HSA=14.4. (5) Drug 1: CS(=O)(=O)OCCCCOS(=O)(=O)C. Drug 2: C1C(C(OC1N2C=NC(=NC2=O)N)CO)O. Cell line: KM12. Synergy scores: CSS=-11.3, Synergy_ZIP=4.52, Synergy_Bliss=3.88, Synergy_Loewe=-49.8, Synergy_HSA=-26.8. (6) Drug 2: C1=CC(=CC=C1C#N)C(C2=CC=C(C=C2)C#N)N3C=NC=N3. Cell line: MALME-3M. Drug 1: C1=C(C(=O)NC(=O)N1)N(CCCl)CCCl. Synergy scores: CSS=-3.69, Synergy_ZIP=-5.48, Synergy_Bliss=-7.99, Synergy_Loewe=-11.7, Synergy_HSA=-9.10. (7) Drug 1: C1=CN(C(=O)N=C1N)C2C(C(C(O2)CO)O)O.Cl. Drug 2: C1CN(CCN1C(=O)CCBr)C(=O)CCBr. Cell line: UO-31. Synergy scores: CSS=34.3, Synergy_ZIP=-5.85, Synergy_Bliss=-3.05, Synergy_Loewe=0.279, Synergy_HSA=1.76. (8) Drug 1: CN1CCC(CC1)COC2=C(C=C3C(=C2)N=CN=C3NC4=C(C=C(C=C4)Br)F)OC. Drug 2: C1=NNC2=C1C(=O)NC=N2. Cell line: SF-295. Synergy scores: CSS=5.85, Synergy_ZIP=-1.72, Synergy_Bliss=0.271, Synergy_Loewe=1.04, Synergy_HSA=1.05. (9) Drug 1: C1=NC2=C(N=C(N=C2N1C3C(C(C(O3)CO)O)O)F)N. Drug 2: CCC1(CC2CC(C3=C(CCN(C2)C1)C4=CC=CC=C4N3)(C5=C(C=C6C(=C5)C78CCN9C7C(C=CC9)(C(C(C8N6C)(C(=O)OC)O)OC(=O)C)CC)OC)C(=O)OC)O.OS(=O)(=O)O. Cell line: HL-60(TB). Synergy scores: CSS=44.9, Synergy_ZIP=-0.332, Synergy_Bliss=-1.76, Synergy_Loewe=-3.89, Synergy_HSA=-3.82.